From a dataset of Peptide-MHC class I binding affinity with 185,985 pairs from IEDB/IMGT. Regression. Given a peptide amino acid sequence and an MHC pseudo amino acid sequence, predict their binding affinity value. This is MHC class I binding data. (1) The binding affinity (normalized) is 1.00. The peptide sequence is SGFWKALTF. The MHC is Mamu-B52 with pseudo-sequence Mamu-B52. (2) The peptide sequence is HEGDIVPLF. The MHC is HLA-A02:03 with pseudo-sequence HLA-A02:03. The binding affinity (normalized) is 0.0847. (3) The peptide sequence is YVIPHVHAF. The MHC is HLA-B46:01 with pseudo-sequence HLA-B46:01. The binding affinity (normalized) is 0.770. (4) The peptide sequence is HPAHTTVAA. The MHC is HLA-B54:01 with pseudo-sequence HLA-B54:01. The binding affinity (normalized) is 0.978. (5) The MHC is HLA-A01:01 with pseudo-sequence HLA-A01:01. The binding affinity (normalized) is 0.0847. The peptide sequence is DYVPTNKWV.